From a dataset of Peptide-MHC class II binding affinity with 134,281 pairs from IEDB. Regression. Given a peptide amino acid sequence and an MHC pseudo amino acid sequence, predict their binding affinity value. This is MHC class II binding data. (1) The peptide sequence is YEALIKLLPFSKRIR. The MHC is DRB4_0101 with pseudo-sequence DRB4_0103. The binding affinity (normalized) is 0.750. (2) The MHC is DRB1_0802 with pseudo-sequence DRB1_0802. The binding affinity (normalized) is 0.474. The peptide sequence is SQDLELSWNLLGLQAY. (3) The peptide sequence is EKKYFAATPFEPLAA. The MHC is HLA-DPA10201-DPB11401 with pseudo-sequence HLA-DPA10201-DPB11401. The binding affinity (normalized) is 1.00. (4) The peptide sequence is PAPMLAAAAGWQTLS. The MHC is HLA-DPA10201-DPB10101 with pseudo-sequence HLA-DPA10201-DPB10101. The binding affinity (normalized) is 0.297. (5) The peptide sequence is ATAANAAPANDKFTV. The MHC is DRB1_1201 with pseudo-sequence DRB1_1201. The binding affinity (normalized) is 0. (6) The binding affinity (normalized) is 0.522. The MHC is DRB5_0101 with pseudo-sequence DRB5_0101. The peptide sequence is GLRSDTTLLRALGAQ. (7) The peptide sequence is FVVFLVAAALGGLAA. The MHC is DRB1_0405 with pseudo-sequence DRB1_0405. The binding affinity (normalized) is 0.191.